This data is from Catalyst prediction with 721,799 reactions and 888 catalyst types from USPTO. The task is: Predict which catalyst facilitates the given reaction. Reactant: [C:1]1([S:7]([N:10]2[C:14]3=[N:15][CH:16]=[C:17]([N+:26]([O-])=O)[C:18]([NH:19][CH:20]4[CH2:24][CH2:23][CH:22]([OH:25])[CH2:21]4)=[C:13]3[CH:12]=[CH:11]2)(=[O:9])=[O:8])[CH:6]=[CH:5][CH:4]=[CH:3][CH:2]=1. Product: [NH2:26][C:17]1[C:18]([NH:19][CH:20]2[CH2:24][CH2:23][CH:22]([OH:25])[CH2:21]2)=[C:13]2[CH:12]=[CH:11][N:10]([S:7]([C:1]3[CH:2]=[CH:3][CH:4]=[CH:5][CH:6]=3)(=[O:9])=[O:8])[C:14]2=[N:15][CH:16]=1. The catalyst class is: 29.